This data is from Catalyst prediction with 721,799 reactions and 888 catalyst types from USPTO. The task is: Predict which catalyst facilitates the given reaction. (1) The catalyst class is: 310. Reactant: [CH3:1][O:2][C:3]1[CH:19]=[CH:18][C:6]([C:7]([C:9]23[O:16][C:15](=[O:17])[CH:14]2[CH2:13][CH2:12][CH2:11][CH2:10]3)=[O:8])=[CH:5][CH:4]=1.[CH2:20]([NH2:24])[CH2:21][CH2:22][CH3:23]. Product: [CH2:20]([NH:24][C:15]([CH:14]1[CH2:13][CH2:12][CH2:11][CH2:10][C:9]1([C:7](=[O:8])[C:6]1[CH:18]=[CH:19][C:3]([O:2][CH3:1])=[CH:4][CH:5]=1)[OH:16])=[O:17])[CH2:21][CH2:22][CH3:23]. (2) Reactant: [N:1]1([C:7]([O:9][C:10]([CH3:13])([CH3:12])[CH3:11])=[O:8])[CH2:6][CH2:5][NH:4][CH2:3][CH2:2]1.CCN(C(C)C)C(C)C.[Br:23][C:24]1[CH:25]=[C:26]2[C:31](=[CH:32][C:33]=1[Cl:34])[N:30]=[C:29]([Cl:35])[N:28]=[C:27]2Cl. Product: [C:10]([O:9][C:7]([N:1]1[CH2:6][CH2:5][N:4]([C:27]2[C:26]3[C:31](=[CH:32][C:33]([Cl:34])=[C:24]([Br:23])[CH:25]=3)[N:30]=[C:29]([Cl:35])[N:28]=2)[CH2:3][CH2:2]1)=[O:8])([CH3:13])([CH3:12])[CH3:11]. The catalyst class is: 3. (3) Reactant: Br[C:2]1[CH:7]=[CH:6][CH:5]=[C:4]([N+:8]([O-:10])=[O:9])[C:3]=1[O:11][CH3:12].[CH3:13][C:14]1([CH3:30])[C:18]([CH3:20])([CH3:19])[O:17][B:16]([B:16]2[O:17][C:18]([CH3:20])([CH3:19])[C:14]([CH3:30])([CH3:13])[O:15]2)[O:15]1.C([O-])(=O)C.[K+]. Product: [CH3:12][O:11][C:3]1[C:4]([N+:8]([O-:10])=[O:9])=[CH:5][CH:6]=[CH:7][C:2]=1[B:16]1[O:17][C:18]([CH3:20])([CH3:19])[C:14]([CH3:30])([CH3:13])[O:15]1. The catalyst class is: 104. (4) Reactant: [CH:1]([NH:4][CH:5]([CH3:7])[CH3:6])([CH3:3])[CH3:2].[CH3:8][Si:9]([CH3:24])([CH2:18][CH2:19][Si:20]([CH3:23])([CH3:22])[CH3:21])[CH2:10][CH2:11][CH2:12][O:13][CH2:14][CH:15]1[CH2:17][O:16]1. Product: [CH:1]([N:4]([CH:5]([CH3:7])[CH3:6])[CH2:17][CH:15]([OH:16])[CH2:14][O:13][CH2:12][CH2:11][CH2:10][Si:9]([CH3:8])([CH3:24])[CH2:18][CH2:19][Si:20]([CH3:23])([CH3:22])[CH3:21])([CH3:3])[CH3:2]. The catalyst class is: 8. (5) Reactant: C([O-])=O.[NH4+].C([N:12]1[CH2:17][CH2:16][CH:15]([NH:18][C:19]2[CH:39]=[C:38]([C:40]([F:43])([F:42])[F:41])[CH:37]=[CH:36][C:20]=2[C:21]([NH:23][C:24]2[CH:33]=[C:32]3[C:27]([CH2:28][CH2:29][C:30](=[O:35])[N:31]3[CH3:34])=[CH:26][CH:25]=2)=[O:22])[CH2:14][CH2:13]1)C1C=CC=CC=1. Product: [CH3:34][N:31]1[C:32]2[C:27](=[CH:26][CH:25]=[C:24]([NH:23][C:21](=[O:22])[C:20]3[CH:36]=[CH:37][C:38]([C:40]([F:42])([F:43])[F:41])=[CH:39][C:19]=3[NH:18][CH:15]3[CH2:16][CH2:17][NH:12][CH2:13][CH2:14]3)[CH:33]=2)[CH2:28][CH2:29][C:30]1=[O:35]. The catalyst class is: 352. (6) Reactant: [CH2:1]([O:3][C:4]([N:6]1[CH2:12][CH2:11][C:10]2=[N:13][C:14]([C:18]3[CH:23]=[CH:22][N:21]=[CH:20][N:19]=3)=[CH:15][C:16](=[O:17])[N:9]2[CH2:8][CH2:7]1)=[O:5])[CH3:2].C[Si]([N-][Si](C)(C)C)(C)C.[Li+].[Br:34]Br. Product: [CH2:1]([O:3][C:4]([N:6]1[CH2:12][CH:11]([Br:34])[C:10]2=[N:13][C:14]([C:18]3[CH:23]=[CH:22][N:21]=[CH:20][N:19]=3)=[CH:15][C:16](=[O:17])[N:9]2[CH2:8][CH2:7]1)=[O:5])[CH3:2]. The catalyst class is: 7. (7) Reactant: [ClH:1].[CH3:2][C:3]1[CH:8]=[CH:7][C:6]([NH:9]N)=[CH:5][CH:4]=1.[CH2:11]([N:13](CC)[CH2:14]C)[CH3:12].C(OC(=O)C)(=O)C. Product: [ClH:1].[ClH:1].[CH3:14][NH:13][C:11]1[NH:9][C:6]2[C:7]([CH:12]=1)=[CH:8][C:3]([CH3:2])=[CH:4][CH:5]=2. The catalyst class is: 809.